This data is from Forward reaction prediction with 1.9M reactions from USPTO patents (1976-2016). The task is: Predict the product of the given reaction. Given the reactants Cl[C:2]1[N:11]=[C:10]([C:12]2[CH:17]=[CH:16][C:15]([N:18]([CH3:20])[CH3:19])=[C:14]([CH3:21])[CH:13]=2)[CH:9]=[C:8]2[C:3]=1[CH:4]=[CH:5][CH:6]=[N:7]2.[CH:22]1([NH2:25])[CH2:24][CH2:23]1.C(#N)C.O.FC(F)(F)C(O)=O, predict the reaction product. The product is: [CH:22]1([NH:25][C:2]2[N:11]=[C:10]([C:12]3[CH:17]=[CH:16][C:15]([N:18]([CH3:20])[CH3:19])=[C:14]([CH3:21])[CH:13]=3)[CH:9]=[C:8]3[C:3]=2[CH:4]=[CH:5][CH:6]=[N:7]3)[CH2:24][CH2:23]1.